The task is: Predict the product of the given reaction.. This data is from Forward reaction prediction with 1.9M reactions from USPTO patents (1976-2016). (1) Given the reactants [O:1]1[C:10]2[CH:9]=[C:8]([CH2:11][N:12]([CH:20]3[CH2:25][CH2:24][N:23]([CH2:26][CH:27]4[N:38]5[C:39]6[N:30]([C:31](=[O:41])[CH:32]=[N:33][C:34]=6[CH:35]=[CH:36][C:37]5=[O:40])[CH2:29][CH2:28]4)[CH2:22][CH2:21]3)C(=O)OC(C)(C)C)[N:7]=[CH:6][C:5]=2[O:4][CH2:3][CH2:2]1.FC(F)(F)C(O)=O.C(Cl)[Cl:50], predict the reaction product. The product is: [ClH:50].[ClH:50].[O:1]1[C:10]2[CH:9]=[C:8]([CH2:11][NH:12][CH:20]3[CH2:21][CH2:22][N:23]([CH2:26][CH:27]4[N:38]5[C:39]6[N:30]([C:31](=[O:41])[CH:32]=[N:33][C:34]=6[CH:35]=[CH:36][C:37]5=[O:40])[CH2:29][CH2:28]4)[CH2:24][CH2:25]3)[N:7]=[CH:6][C:5]=2[O:4][CH2:3][CH2:2]1. (2) Given the reactants I(C1C=CC=CC=1C(O)=O)(=O)=O.[F:13][C:14]([F:23])([F:22])[C:15]1[CH:19]=[C:18]([CH2:20][OH:21])[O:17][N:16]=1, predict the reaction product. The product is: [F:23][C:14]([F:13])([F:22])[C:15]1[CH:19]=[C:18]([CH:20]=[O:21])[O:17][N:16]=1. (3) Given the reactants [H-].[Na+].[O:3]1[CH2:8][CH2:7][CH:6]([OH:9])[CH2:5][CH2:4]1.[Cl:10][C:11]1[N:12]=[C:13](Cl)[C:14]2[C:19]([I:20])=[CH:18][N:17]([CH2:21][O:22][CH2:23][CH2:24][Si:25]([CH3:28])([CH3:27])[CH3:26])[C:15]=2[N:16]=1, predict the reaction product. The product is: [Cl:10][C:11]1[N:12]=[C:13]([O:9][CH:6]2[CH2:7][CH2:8][O:3][CH2:4][CH2:5]2)[C:14]2[C:19]([I:20])=[CH:18][N:17]([CH2:21][O:22][CH2:23][CH2:24][Si:25]([CH3:28])([CH3:27])[CH3:26])[C:15]=2[N:16]=1. (4) Given the reactants [CH3:1][O:2][C:3](=[O:35])[CH2:4][CH2:5][CH2:6][CH2:7][CH2:8][O:9][C:10]1[C:11]([NH2:34])=[CH:12][C:13]2[N:17]=[C:16]([C:18]3[CH:23]=[CH:22][C:21]([F:24])=[CH:20][CH:19]=3)[N:15]([C:25]3[CH:30]=[CH:29][C:28]([O:31][CH3:32])=[CH:27][CH:26]=3)[C:14]=2[CH:33]=1.[Cl:36][C:37]1[CH:42]=[CH:41][C:40]([S:43](Cl)(=[O:45])=[O:44])=[CH:39][CH:38]=1, predict the reaction product. The product is: [CH3:1][O:2][C:3](=[O:35])[CH2:4][CH2:5][CH2:6][CH2:7][CH2:8][O:9][C:10]1[C:11]([NH:34][S:43]([C:40]2[CH:41]=[CH:42][C:37]([Cl:36])=[CH:38][CH:39]=2)(=[O:45])=[O:44])=[CH:12][C:13]2[N:17]=[C:16]([C:18]3[CH:23]=[CH:22][C:21]([F:24])=[CH:20][CH:19]=3)[N:15]([C:25]3[CH:26]=[CH:27][C:28]([O:31][CH3:32])=[CH:29][CH:30]=3)[C:14]=2[CH:33]=1. (5) Given the reactants O1C[CH2:4][CH2:3][CH2:2]1.C([Mg]Br)CC.[C:11]([C:15]1[CH2:19][CH2:18][C:17](=O)[CH:16]=1)([CH3:14])([CH3:13])[CH3:12].Cl, predict the reaction product. The product is: [CH2:2]([C:18]1[CH2:17][CH:16]=[C:15]([C:11]([CH3:14])([CH3:13])[CH3:12])[CH:19]=1)[CH2:3][CH3:4]. (6) Given the reactants [C:1]1([CH2:7][C@H:8]([C:10]2[S:11][CH:12]=[CH:13][N:14]=2)O)[CH:6]=[CH:5][CH:4]=[CH:3][CH:2]=1.C1(P(C2C=CC=CC=2)C2C=CC=CC=2)C=CC=CC=1.CCOC(/N=N/C(OCC)=O)=O.C1(P([N:60]=[N+:61]=[N-:62])(C2C=CC=CC=2)=O)C=CC=CC=1, predict the reaction product. The product is: [C:1]1([CH2:7][C@H:8]([N:60]=[N+:61]=[N-:62])[C:10]2[S:11][CH:12]=[CH:13][N:14]=2)[CH:6]=[CH:5][CH:4]=[CH:3][CH:2]=1. (7) Given the reactants Br[C:2]1[CH:3]=[CH:4][C:5]2[N:6]([C:8]([CH2:11][O:12][C:13]3[C:22]4[C:17](=[CH:18][C:19]([O:23][CH3:24])=[CH:20][CH:21]=4)[N:16]=[CH:15][CH:14]=3)=[N:9][N:10]=2)[CH:7]=1.[CH3:25][N:26](C=O)C, predict the reaction product. The product is: [CH3:24][O:23][C:19]1[CH:18]=[C:17]2[C:22]([C:13]([O:12][CH2:11][C:8]3[N:6]4[CH:7]=[C:2]([C:25]#[N:26])[CH:3]=[CH:4][C:5]4=[N:10][N:9]=3)=[CH:14][CH:15]=[N:16]2)=[CH:21][CH:20]=1. (8) Given the reactants [O:1]([C:8]1[CH:13]=[CH:12][CH:11]=[CH:10][C:9]=1[NH:14][S:15]([C:18]1[CH:26]=[CH:25][C:21]([C:22](O)=[O:23])=[CH:20][CH:19]=1)(=[O:17])=[O:16])[C:2]1[CH:7]=[CH:6][CH:5]=[CH:4][CH:3]=1.[N:27]1([CH2:33][CH2:34][NH2:35])[CH2:32][CH2:31][CH2:30][CH2:29][CH2:28]1, predict the reaction product. The product is: [O:1]([C:8]1[CH:13]=[CH:12][CH:11]=[CH:10][C:9]=1[NH:14][S:15]([C:18]1[CH:19]=[CH:20][C:21]([C:22]([NH:35][CH2:34][CH2:33][N:27]2[CH2:32][CH2:31][CH2:30][CH2:29][CH2:28]2)=[O:23])=[CH:25][CH:26]=1)(=[O:17])=[O:16])[C:2]1[CH:3]=[CH:4][CH:5]=[CH:6][CH:7]=1. (9) Given the reactants C([O:4][CH2:5][CH2:6][C:7]1[CH:8]=[C:9]2[C:13](=[CH:14][CH:15]=1)[NH:12][CH:11]=[C:10]2[C:16](=[O:36])[CH:17]([NH:27][C:28]1[CH:29]=[N:30][CH:31]=[C:32]([O:34][CH3:35])[CH:33]=1)[C:18]1[CH:26]=[C:21]2[CH:22]=[CH:23][CH:24]=[CH:25][N:20]2[N:19]=1)(=O)C.C(=O)([O-])[O-].[K+].[K+], predict the reaction product. The product is: [OH:4][CH2:5][CH2:6][C:7]1[CH:8]=[C:9]2[C:13](=[CH:14][CH:15]=1)[NH:12][CH:11]=[C:10]2[C:16](=[O:36])[CH:17]([NH:27][C:28]1[CH:29]=[N:30][CH:31]=[C:32]([O:34][CH3:35])[CH:33]=1)[C:18]1[CH:26]=[C:21]2[CH:22]=[CH:23][CH:24]=[CH:25][N:20]2[N:19]=1.